Dataset: Reaction yield outcomes from USPTO patents with 853,638 reactions. Task: Predict the reaction yield, written as a fraction of the theoretical maximum amount of product (1.0 means a 100% yield; for example, 0.34 means a 34% yield). The reactants are [CH2:1]([N:3]1[C:7]2=[N:8][C:9]([CH2:29][CH3:30])=[C:10]([CH2:19][NH:20][C:21](=[O:28])[CH2:22][CH2:23][CH2:24][C:25]([OH:27])=O)[C:11]([NH:12][CH:13]3[CH2:18][CH2:17][O:16][CH2:15][CH2:14]3)=[C:6]2[CH:5]=[N:4]1)[CH3:2].[NH2:31][CH2:32][C:33]1[CH:34]=[C:35]([C:39]2[CH:44]=[CH:43][CH:42]=[C:41]([CH2:45][CH:46]3[CH2:51][CH2:50][N:49](C(OC(C)(C)C)=O)[CH2:48][CH2:47]3)[CH:40]=2)[CH:36]=[CH:37][CH:38]=1.CN(C(ON1N=NC2C=CC=CC1=2)=[N+](C)C)C.F[P-](F)(F)(F)(F)F. The catalyst is C(Cl)Cl. The product is [CH2:1]([N:3]1[C:7]2=[N:8][C:9]([CH2:29][CH3:30])=[C:10]([CH2:19][NH:20][C:21](=[O:28])[CH2:22][CH2:23][CH2:24][C:25]([NH:31][CH2:32][C:33]3[CH:34]=[C:35]([C:39]4[CH:44]=[CH:43][CH:42]=[C:41]([CH2:45][CH:46]5[CH2:51][CH2:50][NH:49][CH2:48][CH2:47]5)[CH:40]=4)[CH:36]=[CH:37][CH:38]=3)=[O:27])[C:11]([NH:12][CH:13]3[CH2:14][CH2:15][O:16][CH2:17][CH2:18]3)=[C:6]2[CH:5]=[N:4]1)[CH3:2]. The yield is 0.350.